Dataset: Full USPTO retrosynthesis dataset with 1.9M reactions from patents (1976-2016). Task: Predict the reactants needed to synthesize the given product. (1) Given the product [CH2:9]1[CH:10]2[CH2:15][CH2:14][CH2:13][C:11]2([C:16]([O:18][CH3:19])=[O:17])[CH2:12][NH:8]1, predict the reactants needed to synthesize it. The reactants are: C([N:8]1[CH2:12][C:11]2([C:16]([O:18][CH3:19])=[O:17])[CH2:13][CH2:14][CH2:15][CH:10]2[CH2:9]1)C1C=CC=CC=1. (2) The reactants are: Cl.[NH2:2][C@@H:3]([C:7]([N:9]1[CH2:14][CH2:13][N:12]([CH:15]2[CH2:20][CH2:19][N:18]([CH3:21])[CH2:17][CH2:16]2)[CH2:11][CH2:10]1)=[O:8])[C@@H:4]([CH3:6])[OH:5].[Cl:22][C:23]1[CH:24]=[CH:25][C:26]2[CH:30]=[C:29]([C:31](O)=[O:32])[S:28][C:27]=2[CH:34]=1.Cl. Given the product [ClH:22].[Cl:22][C:23]1[CH:24]=[CH:25][C:26]2[CH:30]=[C:29]([C:31]([NH:2][C@@H:3]([C:7]([N:9]3[CH2:14][CH2:13][N:12]([CH:15]4[CH2:16][CH2:17][N:18]([CH3:21])[CH2:19][CH2:20]4)[CH2:11][CH2:10]3)=[O:8])[C@@H:4]([CH3:6])[OH:5])=[O:32])[S:28][C:27]=2[CH:34]=1, predict the reactants needed to synthesize it.